From a dataset of Full USPTO retrosynthesis dataset with 1.9M reactions from patents (1976-2016). Predict the reactants needed to synthesize the given product. (1) Given the product [CH3:9][O:8][C:4]1[N:3]=[C:2]([CH:15]([OH:17])[CH3:16])[CH:7]=[CH:6][CH:5]=1, predict the reactants needed to synthesize it. The reactants are: Br[C:2]1[CH:7]=[CH:6][CH:5]=[C:4]([O:8][CH3:9])[N:3]=1.[Li]CCCC.[CH:15](=[O:17])[CH3:16]. (2) The reactants are: O=[C:2]1[CH2:8][O:7][CH2:6][CH2:5][N:4]([C:9]([O:11][C:12]([CH3:15])([CH3:14])[CH3:13])=[O:10])[CH2:3]1.[NH:16]([C:18]([O:20][CH2:21][C:22]1[CH:27]=[CH:26][CH:25]=[CH:24][CH:23]=1)=[O:19])[NH2:17].C([BH3-])#N.[Na+].C1(C)C=CC(S(O)(=O)=O)=CC=1. Given the product [CH2:21]([O:20][C:18]([NH:16][NH:17][CH:2]1[CH2:8][O:7][CH2:6][CH2:5][N:4]([C:9]([O:11][C:12]([CH3:15])([CH3:14])[CH3:13])=[O:10])[CH2:3]1)=[O:19])[C:22]1[CH:27]=[CH:26][CH:25]=[CH:24][CH:23]=1, predict the reactants needed to synthesize it. (3) Given the product [C:1]([O:5][C:6]([NH:8][CH2:9][CH:10]([OH:13])[CH2:11][I:38])=[O:7])([CH3:4])([CH3:3])[CH3:2], predict the reactants needed to synthesize it. The reactants are: [C:1]([O:5][C:6]([NH:8][CH2:9][CH:10]([OH:13])[CH2:11]O)=[O:7])([CH3:4])([CH3:3])[CH3:2].N1C=CN=C1.C1(P(C2C=CC=CC=2)C2C=CC=CC=2)C=CC=CC=1.[I:38]I.S([O-])([O-])=O.[Na+].[Na+]. (4) Given the product [F:1][C:2]1[CH:38]=[CH:37][CH:36]=[C:35]([F:39])[C:3]=1[O:4][C:5]1[CH2:9][N:8]([CH:10]([CH2:27][C:28]2([F:33])[CH2:32][CH2:31][CH2:30][CH2:29]2)[C:11]([NH:13][C:14]2[CH:18]=[CH:17][N:16]([CH2:19][C@@H:20]([OH:21])[CH2:24][OH:23])[N:15]=2)=[O:12])[C:7](=[O:34])[CH:6]=1, predict the reactants needed to synthesize it. The reactants are: [F:1][C:2]1[CH:38]=[CH:37][CH:36]=[C:35]([F:39])[C:3]=1[O:4][C:5]1[CH2:9][N:8]([CH:10]([CH2:27][C:28]2([F:33])[CH2:32][CH2:31][CH2:30][CH2:29]2)[C:11]([NH:13][C:14]2[CH:18]=[CH:17][N:16]([CH2:19][C@@H:20]3[CH2:24][O:23]C(C)(C)[O:21]3)[N:15]=2)=[O:12])[C:7](=[O:34])[CH:6]=1.C1(C)C=CC(S(O)(=O)=O)=CC=1. (5) The reactants are: [CH2:1]([N:8]1[CH2:28][CH2:27][C:11]2([C:15](=O)[N:14]([CH2:17][C:18]3[CH:23]=[CH:22][C:21]([O:24][CH3:25])=[CH:20][CH:19]=3)[C:13](=O)[CH2:12]2)[CH2:10][CH2:9]1)[C:2]1[CH:7]=[CH:6][CH:5]=[CH:4][CH:3]=1. Given the product [CH2:1]([N:8]1[CH2:9][CH2:10][C:11]2([CH2:15][N:14]([CH2:17][C:18]3[CH:23]=[CH:22][C:21]([O:24][CH3:25])=[CH:20][CH:19]=3)[CH2:13][CH2:12]2)[CH2:27][CH2:28]1)[C:2]1[CH:3]=[CH:4][CH:5]=[CH:6][CH:7]=1, predict the reactants needed to synthesize it. (6) Given the product [CH2:1]([N:5]([CH2:6][C:7]1[CH:16]=[CH:15][C:14]2[C:9](=[CH:10][CH:11]=[C:12]([OH:17])[CH:13]=2)[CH:8]=1)[C:24]([C:23]1[C:22]2[CH:27]=[CH:28][CH:29]=[CH:30][C:21]=2[O:20][C:19]=1[CH3:18])=[O:25])[CH2:2][CH2:3][CH3:4], predict the reactants needed to synthesize it. The reactants are: [CH2:1]([NH:5][CH2:6][C:7]1[CH:8]=[C:9]2[C:14](=[CH:15][CH:16]=1)[CH:13]=[C:12]([OH:17])[CH:11]=[CH:10]2)[CH2:2][CH2:3][CH3:4].[CH3:18][C:19]1[O:20][C:21]2[CH:30]=[CH:29][CH:28]=[CH:27][C:22]=2[C:23]=1[C:24](Cl)=[O:25]. (7) Given the product [F:1][CH:2]1[CH2:6][CH2:5][CH2:4][CH:3]1[C:7]([OH:9])=[O:8], predict the reactants needed to synthesize it. The reactants are: [F:1][CH:2]1[CH2:6][CH2:5][CH2:4][CH:3]1[C:7]([O:9]CC)=[O:8].[OH-].[Li+].O.Cl. (8) Given the product [CH2:1]([O:3][C:4]([C@@H:6]1[CH2:15][C@@H:14]2[C@@H:9]([CH2:10][CH2:11][C@H:12]([CH2:16][N:17]3[C:21]([C:22]([O:24][CH2:25][CH3:26])=[O:23])=[C:20]([C:27]([O:29][CH2:30][CH3:31])=[O:28])[N:19]=[CH:18]3)[CH2:13]2)[CH2:8][NH:7]1)=[O:5])[CH3:2], predict the reactants needed to synthesize it. The reactants are: [CH2:1]([O:3][C:4]([C@@H:6]1[CH2:15][C@@H:14]2[C@@H:9]([CH2:10][CH2:11][C@H:12]([CH2:16][N:17]3[C:21]([C:22]([O:24][CH2:25][CH3:26])=[O:23])=[C:20]([C:27]([O:29][CH2:30][CH3:31])=[O:28])[N:19]=[CH:18]3)[CH2:13]2)[CH2:8][N:7]1C(OC)=O)=[O:5])[CH3:2].I[Si](C)(C)C.ClCCl.